From a dataset of Full USPTO retrosynthesis dataset with 1.9M reactions from patents (1976-2016). Predict the reactants needed to synthesize the given product. (1) Given the product [Cl:1][C:2]1[CH:18]=[CH:17][C:5]2[NH:6][CH2:7][CH:8]([C:10]3[CH:15]=[CH:14][CH:13]=[CH:12][CH:11]=3)[O:9][C:4]=2[CH:3]=1, predict the reactants needed to synthesize it. The reactants are: [Cl:1][C:2]1[CH:18]=[CH:17][C:5]2[NH:6][C:7](=O)[CH:8]([C:10]3[CH:15]=[CH:14][CH:13]=[CH:12][CH:11]=3)[O:9][C:4]=2[CH:3]=1.[H-].[Al+3].[Li+].[H-].[H-].[H-].[OH-].[Na+].S([O-])([O-])(=O)=O.[Mg+2]. (2) Given the product [Cl:9][C:10]1[CH:15]=[CH:14][C:13]([S:16]([CH:2]2[CH2:7][CH2:6][O:5][C:3]2=[O:4])(=[O:18])=[O:17])=[CH:12][CH:11]=1, predict the reactants needed to synthesize it. The reactants are: Br[CH:2]1[CH2:7][CH2:6][O:5][C:3]1=[O:4].[Na+].[Cl:9][C:10]1[CH:15]=[CH:14][C:13]([S:16]([O-:18])=[O:17])=[CH:12][CH:11]=1.